Dataset: Catalyst prediction with 721,799 reactions and 888 catalyst types from USPTO. Task: Predict which catalyst facilitates the given reaction. (1) Reactant: [C:1]([CH2:3][C:4]([NH:6][C:7]1[N:8]([C:13]2[CH:18]=[CH:17][CH:16]=[CH:15][CH:14]=2)[C:9]([CH3:12])=[N:10][CH:11]=1)=[O:5])#[N:2].C([O-])(=O)C.[Na+].[Cl:24][C:25]([Cl:29])([Cl:28])[C:26]#[N:27]. Product: [NH2:27][C:26]([C:25]([Cl:29])([Cl:28])[Cl:24])=[C:3]([C:1]#[N:2])[C:4]([NH:6][C:7]1[N:8]([C:13]2[CH:14]=[CH:15][CH:16]=[CH:17][CH:18]=2)[C:9]([CH3:12])=[N:10][CH:11]=1)=[O:5]. The catalyst class is: 8. (2) Reactant: [Cl:1][C:2]1[S:3][C:4]([CH2:7][O:8][CH2:9][C:10]2[O:14][N:13]=[C:12]([C:15]([OH:17])=O)[CH:11]=2)=[CH:5][CH:6]=1.C(N(CC)CC)C.Cl.C(N=C=NCCCN(C)C)C.ON1C2C=CC=CC=2N=N1.[O:47]1[CH2:51][CH2:50][CH:49]([CH2:52][NH2:53])[CH2:48]1. Product: [O:47]1[CH2:51][CH2:50][CH:49]([CH2:52][NH:53][C:15]([C:12]2[CH:11]=[C:10]([CH2:9][O:8][CH2:7][C:4]3[S:3][C:2]([Cl:1])=[CH:6][CH:5]=3)[O:14][N:13]=2)=[O:17])[CH2:48]1. The catalyst class is: 408. (3) Reactant: Br[C:2]1[N:3]([CH2:20][C:21]2[CH:26]=[CH:25][C:24]([CH2:27][OH:28])=[CH:23][CH:22]=2)[C:4]2[C:9]([N:10]=1)=[C:8]([NH2:11])[N:7]=[C:6]([NH:12][CH2:13][C:14]1[CH:19]=[CH:18][N:17]=[CH:16][CH:15]=1)[N:5]=2.C[O-].[K+].O.C[CH2:34][OH:35].C(Cl)(Cl)Cl. Product: [CH3:34][O:35][C:2]1[N:3]([CH2:20][C:21]2[CH:26]=[CH:25][C:24]([CH2:27][OH:28])=[CH:23][CH:22]=2)[C:4]2[C:9]([N:10]=1)=[C:8]([NH2:11])[N:7]=[C:6]([NH:12][CH2:13][C:14]1[CH:19]=[CH:18][N:17]=[CH:16][CH:15]=1)[N:5]=2. The catalyst class is: 5. (4) Reactant: C(OC(=O)[NH:7][C:8]1[S:9][C:10]([C:34]2[CH:35]=[N:36][CH:37]=[CH:38][CH:39]=2)=[CH:11][C:12]=1[C:13]([N:15]1[CH2:20][CH2:19][CH:18]([N:21]2[CH2:33][CH2:32][CH2:31][C:23]3([C:27](=[O:28])[O:26][C:25]([CH3:30])([CH3:29])[CH2:24]3)[CH2:22]2)[CH2:17][CH2:16]1)=[O:14])(C)(C)C.C(=O)([O-])O.[Na+]. Product: [NH2:7][C:8]1[S:9][C:10]([C:34]2[CH:35]=[N:36][CH:37]=[CH:38][CH:39]=2)=[CH:11][C:12]=1[C:13]([N:15]1[CH2:16][CH2:17][CH:18]([N:21]2[CH2:33][CH2:32][CH2:31][C:23]3([C:27](=[O:28])[O:26][C:25]([CH3:30])([CH3:29])[CH2:24]3)[CH2:22]2)[CH2:19][CH2:20]1)=[O:14]. The catalyst class is: 55.